From a dataset of Full USPTO retrosynthesis dataset with 1.9M reactions from patents (1976-2016). Predict the reactants needed to synthesize the given product. (1) The reactants are: [CH3:1][C:2]1([CH3:19])[C:10]2[C:5](=[CH:6][C:7]([N+:15]([O-:17])=[O:16])=[C:8]([NH:11]C(=O)C)[CH:9]=2)[NH:4][C:3]1=[O:18].[C:20]([O:24][C:25]([NH:27][C:28]1[CH:39]=[CH:38][CH:37]=[CH:36][C:29]=1[CH2:30]OS(C)(=O)=O)=[O:26])([CH3:23])([CH3:22])[CH3:21].C([O-])([O-])=O.[K+].[K+].C1CCN2C(=NCCC2)CC1. Given the product [C:20]([O:24][C:25](=[O:26])[NH:27][C:28]1[CH:39]=[CH:38][CH:37]=[CH:36][C:29]=1[CH2:30][N:4]1[C:5]2[C:10](=[CH:9][C:8]([NH2:11])=[C:7]([N+:15]([O-:17])=[O:16])[CH:6]=2)[C:2]([CH3:1])([CH3:19])[C:3]1=[O:18])([CH3:23])([CH3:22])[CH3:21], predict the reactants needed to synthesize it. (2) Given the product [Br:21][C:10]1[C:11]([CH2:13][OH:14])=[CH:12][C:3]([N:2]([CH3:1])[CH3:15])=[C:4]([CH:9]=1)[C:5]([O:7][CH3:8])=[O:6], predict the reactants needed to synthesize it. The reactants are: [CH3:1][N:2]([CH3:15])[C:3]1[CH:12]=[C:11]([CH2:13][OH:14])[CH:10]=[CH:9][C:4]=1[C:5]([O:7][CH3:8])=[O:6].C(=O)([O-])[O-].[Ca+2].[Br-:21].[Br-].[Br-].C([N+](C)(C)C)C1C=CC=CC=1.C([N+](C)(C)C)C1C=CC=CC=1.C([N+](C)(C)C)C1C=CC=CC=1. (3) Given the product [O:28]1[CH2:27][CH2:25][CH2:30][CH:29]1[NH:36][C:2]1[C:7]([C:8]([F:11])([F:10])[F:9])=[CH:6][C:5]([C:12]2[O:13][C:14]3[CH:20]=[CH:19][CH:18]=[CH:17][C:15]=3[N:16]=2)=[CH:4][C:3]=1[NH2:21], predict the reactants needed to synthesize it. The reactants are: F[C:2]1[C:7]([C:8]([F:11])([F:10])[F:9])=[CH:6][C:5]([C:12]2[O:13][C:14]3[CH:20]=[CH:19][CH:18]=[CH:17][C:15]=3[N:16]=2)=[CH:4][C:3]=1[N+:21]([O-])=O.N[CH:25]1[CH2:30][CH2:29][O:28][CH2:27]C1.O.[H][H].C(#[N:36])C. (4) Given the product [Br:1][C:2]1[CH:10]=[CH:9][CH:8]=[CH:7][C:3]=1[CH2:4][CH2:5][NH:6][C:27]([CH:20]1[CH2:19][CH:18]([CH3:30])[CH2:23][CH2:22][CH:21]1[CH:24]([CH3:26])[CH3:25])=[O:28], predict the reactants needed to synthesize it. The reactants are: [Br:1][C:2]1[CH:10]=[CH:9][CH:8]=[CH:7][C:3]=1[CH2:4][CH2:5][NH2:6].C(N(CC)CC)C.[CH:18]1([CH3:30])[CH2:23][CH2:22][CH:21]([CH:24]([CH3:26])[CH3:25])[CH:20]([C:27](Cl)=[O:28])[CH2:19]1. (5) The reactants are: [F:1][C:2]1[CH:3]=[C:4]2[C:8](=[CH:9][CH:10]=1)[N:7]([NH:11][C:12]([C:14]1[C:15]([CH3:27])=[N:16][C:17]([C:20]3[CH:25]=[CH:24][CH:23]=[C:22]([F:26])[CH:21]=3)=[N:18][CH:19]=1)=[O:13])[CH:6]=[CH:5]2.ClS([N:32]=[C:33]=O)(=O)=O.CCN(CC)CC. Given the product [C:33]([C:5]1[C:4]2[C:8](=[CH:9][CH:10]=[C:2]([F:1])[CH:3]=2)[N:7]([NH:11][C:12]([C:14]2[C:15]([CH3:27])=[N:16][C:17]([C:20]3[CH:25]=[CH:24][CH:23]=[C:22]([F:26])[CH:21]=3)=[N:18][CH:19]=2)=[O:13])[CH:6]=1)#[N:32], predict the reactants needed to synthesize it.